This data is from Full USPTO retrosynthesis dataset with 1.9M reactions from patents (1976-2016). The task is: Predict the reactants needed to synthesize the given product. (1) Given the product [CH2:37]([C:33]1[CH:34]=[C:35]([CH3:36])[C:30]([N:23]2[CH2:22][CH2:21][CH:20]([N:16]3[CH2:17][CH2:18][CH2:19][CH:14]([NH:13][C:4]4[CH:5]=[CH:6][C:7]([S:9]([CH3:12])(=[O:11])=[O:10])=[CH:8][C:3]=4[F:2])[C:15]3=[O:26])[CH2:25][CH2:24]2)=[N:31][CH:32]=1)[CH3:38], predict the reactants needed to synthesize it. The reactants are: Cl.[F:2][C:3]1[CH:8]=[C:7]([S:9]([CH3:12])(=[O:11])=[O:10])[CH:6]=[CH:5][C:4]=1[NH:13][C@H:14]1[CH2:19][CH2:18][CH2:17][N:16]([CH:20]2[CH2:25][CH2:24][NH:23][CH2:22][CH2:21]2)[C:15]1=[O:26].[OH-].[K+].Cl[C:30]1[C:35]([CH3:36])=[CH:34][C:33]([CH2:37][CH3:38])=[CH:32][N:31]=1.C1(P(C2CCCCC2)C2C=CC=CC=2C2C(N(C)C)=CC=CC=2)CCCCC1.CC([O-])(C)C.[Na+]. (2) Given the product [C:11]([C:9]1[C:10]2[C:5](=[C:4]([C:11](=[O:18])[C:12]3[CH:17]=[CH:16][CH:15]=[CH:14][CH:13]=3)[CH:3]=[CH:2][CH:1]=2)[CH:6]=[CH:7][CH:8]=1)(=[O:18])[C:12]1[CH:17]=[CH:16][CH:15]=[CH:14][CH:13]=1, predict the reactants needed to synthesize it. The reactants are: [CH:1]1[C:10]2[C:5](=[CH:6][CH:7]=[CH:8][CH:9]=2)[CH:4]=[CH:3][CH:2]=1.[C:11](Cl)(=[O:18])[C:12]1[CH:17]=[CH:16][CH:15]=[CH:14][CH:13]=1.[Al+3].[Cl-].[Cl-].[Cl-]. (3) Given the product [Cl:1][C:2]1[CH:9]=[C:8]([N:10]([CH2:16][C:17]2[CH:22]=[CH:21][CH:20]=[CH:19][C:18]=2[Cl:23])[C@H:11]2[CH2:15][CH2:14][N:13]([S:31]([CH2:30][C:24]3[CH:29]=[CH:28][CH:27]=[CH:26][CH:25]=3)(=[O:33])=[O:32])[CH2:12]2)[CH:7]=[CH:6][C:3]=1[C:4]#[N:5], predict the reactants needed to synthesize it. The reactants are: [Cl:1][C:2]1[CH:9]=[C:8]([N:10]([CH2:16][C:17]2[CH:22]=[CH:21][CH:20]=[CH:19][C:18]=2[Cl:23])[C@H:11]2[CH2:15][CH2:14][NH:13][CH2:12]2)[CH:7]=[CH:6][C:3]=1[C:4]#[N:5].[C:24]1([CH2:30][S:31](Cl)(=[O:33])=[O:32])[CH:29]=[CH:28][CH:27]=[CH:26][CH:25]=1. (4) Given the product [CH2:21]([O:24][S:25]([O-:28])(=[O:27])=[S:26])[CH2:22][CH3:23].[Na+:9].[CH2:11]([S:14][S:7][CH2:1][C:2]1[O:6][CH:5]=[CH:4][CH:3]=1)[CH2:12][CH3:13], predict the reactants needed to synthesize it. The reactants are: [CH2:1]([SH:7])[C:2]1[O:6][CH:5]=[CH:4][CH:3]=1.[OH-].[Na+:9].Br[CH2:11][CH2:12][CH3:13].[S:14]([O-])([O-])(=O)=S.[Na+].[Na+].[CH2:21]([O:24][S:25]([O-:28])(=[O:27])=[S:26])[CH2:22][CH3:23].[Na+]. (5) The reactants are: [NH2:1][C:2]1[CH:9]=[CH:8][C:7]([O:10][C:11]([F:14])([F:13])[F:12])=[CH:6][C:3]=1[CH:4]=O.C(=O)([O-])[O-].[K+].[K+].[F:21][C:22]([F:31])([F:30])/[CH:23]=[CH:24]/[C:25]([O:27][CH2:28][CH3:29])=[O:26]. Given the product [F:12][C:11]([F:14])([F:13])[O:10][C:7]1[CH:6]=[C:3]2[C:2](=[CH:9][CH:8]=1)[NH:1][CH:23]([C:22]([F:21])([F:31])[F:30])[C:24]([C:25]([O:27][CH2:28][CH3:29])=[O:26])=[CH:4]2, predict the reactants needed to synthesize it. (6) The reactants are: [CH2:1]([O:8][C:9]1[C:10]([CH2:20][CH:21]([C:23]2[CH:28]=[CH:27][CH:26]=[C:25]([C:29]3[S:30][C:31]([CH3:34])=[CH:32][CH:33]=3)[CH:24]=2)[NH2:22])=[CH:11][C:12]([Cl:19])=[C:13]2[C:18]=1[N:17]=[CH:16][CH:15]=[CH:14]2)[C:2]1[CH:7]=[CH:6][CH:5]=[CH:4][CH:3]=1.[O:35]([CH2:42][C:43](Cl)=[O:44])[C:36]1[CH:41]=[CH:40][CH:39]=[CH:38][CH:37]=1.C(OCC)(=O)C.[Si](I)(C)(C)C. Given the product [CH2:1]([O:8][C:9]1[C:10]([CH2:20][CH:21]([NH:22][C:43](=[O:44])[CH2:42][O:35][C:36]2[CH:41]=[CH:40][CH:39]=[CH:38][CH:37]=2)[C:23]2[CH:28]=[CH:27][CH:26]=[C:25]([C:29]3[S:30][C:31]([CH3:34])=[CH:32][CH:33]=3)[CH:24]=2)=[CH:11][C:12]([Cl:19])=[C:13]2[C:18]=1[N:17]=[CH:16][CH:15]=[CH:14]2)[C:2]1[CH:7]=[CH:6][CH:5]=[CH:4][CH:3]=1.[Cl:19][C:12]1[CH:11]=[C:10]([CH2:20][CH:21]([NH:22][C:43](=[O:44])[CH2:42][O:35][C:36]2[CH:41]=[CH:40][CH:39]=[CH:38][CH:37]=2)[C:23]2[CH:28]=[CH:27][CH:26]=[C:25]([C:29]3[S:30][C:31]([CH3:34])=[CH:32][CH:33]=3)[CH:24]=2)[C:9]([OH:8])=[C:18]2[C:13]=1[CH:14]=[CH:15][CH:16]=[N:17]2, predict the reactants needed to synthesize it.